The task is: Regression. Given a peptide amino acid sequence and an MHC pseudo amino acid sequence, predict their binding affinity value. This is MHC class I binding data.. This data is from Peptide-MHC class I binding affinity with 185,985 pairs from IEDB/IMGT. (1) The peptide sequence is HLVDFQVTI. The MHC is HLA-A02:06 with pseudo-sequence HLA-A02:06. The binding affinity (normalized) is 0.694. (2) The peptide sequence is FLFILLLCLI. The MHC is HLA-A31:01 with pseudo-sequence HLA-A31:01. The binding affinity (normalized) is 0.504. (3) The peptide sequence is WMACHSAAF. The MHC is HLA-B35:01 with pseudo-sequence HLA-B35:01. The binding affinity (normalized) is 1.00.